Task: Predict the reactants needed to synthesize the given product.. Dataset: Full USPTO retrosynthesis dataset with 1.9M reactions from patents (1976-2016) (1) Given the product [F:65][C:63]1[CH:62]=[CH:61][C:60]([C:66]([F:68])([F:67])[F:69])=[C:59]([CH:64]=1)[C:58]([N:55]1[CH2:56][CH2:57][N:52]([C:50](=[O:51])[CH2:49][NH:48][C:23]([C:20]2[CH:19]=[C:18]([C:13]3[CH:14]=[CH:15][CH:16]=[CH:17][C:12]=3[O:11][CH3:10])[NH:22][N:21]=2)=[O:25])[CH2:53][CH2:54]1)=[O:70], predict the reactants needed to synthesize it. The reactants are: CCN(C(C)C)C(C)C.[CH3:10][O:11][C:12]1[CH:17]=[CH:16][CH:15]=[CH:14][C:13]=1[C:18]1[NH:22][N:21]=[C:20]([C:23]([OH:25])=O)[CH:19]=1.C1C=CC2N(O)N=NC=2C=1.CCN=C=NCCCN(C)C.Cl.[NH2:48][CH2:49][C:50]([N:52]1[CH2:57][CH2:56][N:55]([C:58](=[O:70])[C:59]2[CH:64]=[C:63]([F:65])[CH:62]=[CH:61][C:60]=2[C:66]([F:69])([F:68])[F:67])[CH2:54][CH2:53]1)=[O:51]. (2) Given the product [CH3:33][S:32][C:28]1[CH:27]=[C:26]([CH:31]=[CH:30][CH:29]=1)[CH:2]=[C:3]1[C:9]2[CH:10]=[CH:11][CH:12]=[CH:13][C:8]=2[CH2:7][CH2:6][C:5]2[CH:14]=[CH:15][CH:16]=[CH:17][C:4]1=2, predict the reactants needed to synthesize it. The reactants are: Br[CH:2]=[C:3]1[C:9]2[CH:10]=[CH:11][CH:12]=[CH:13][C:8]=2[CH2:7][CH2:6][C:5]2[CH:14]=[CH:15][CH:16]=[CH:17][C:4]1=2.CC1(C)C(C)(C)OB([C:26]2[CH:31]=[CH:30][CH:29]=[C:28]([S:32][CH3:33])[CH:27]=2)O1.C([O-])([O-])=O.[Na+].[Na+].